Dataset: Full USPTO retrosynthesis dataset with 1.9M reactions from patents (1976-2016). Task: Predict the reactants needed to synthesize the given product. (1) Given the product [Br:18][C:12]1[CH:11]=[C:10]([CH2:9][Br:8])[CH:17]=[CH:16][C:13]=1[C:14]#[N:15], predict the reactants needed to synthesize it. The reactants are: C1C(=O)N([Br:8])C(=O)C1.[CH3:9][C:10]1[CH:17]=[CH:16][C:13]([C:14]#[N:15])=[C:12]([Br:18])[CH:11]=1. (2) Given the product [CH2:1]([NH:8][C:9]1[C:14]2=[C:15]([C:18]3[CH:23]=[CH:22][CH:21]=[CH:20][CH:19]=3)[CH:16]=[CH:17][N:13]2[N:12]=[C:11]([C:24]2[CH:31]=[C:28]([CH2:29][OH:30])[CH:27]=[N:26][CH:25]=2)[N:10]=1)[C:2]1[CH:3]=[CH:4][CH:5]=[CH:6][CH:7]=1, predict the reactants needed to synthesize it. The reactants are: [CH2:1]([NH:8][C:9]1[C:14]2=[C:15]([C:18]3[CH:23]=[CH:22][CH:21]=[CH:20][CH:19]=3)[CH:16]=[CH:17][N:13]2[N:12]=[C:11]([C:24]2[CH:25]=[N:26][CH:27]=[C:28]([CH:31]=2)[CH:29]=[O:30])[N:10]=1)[C:2]1[CH:7]=[CH:6][CH:5]=[CH:4][CH:3]=1.[BH4-].[Na+]. (3) Given the product [CH3:45][O:46][CH2:47][C@@H:48]([OH:50])[CH2:49][O:44][C@H:12]1[C@H:11]([C:8]2[CH:9]=[CH:10][C:5]([CH2:4][CH2:3][O:2][CH3:1])=[CH:6][CH:7]=2)[C@@H:16]([O:17][CH2:18][C:19]2[CH:20]=[CH:21][C:22]3[O:27][CH2:26][CH2:25][N:24]([CH2:28][CH2:29][CH2:30][O:31][CH3:32])[C:23]=3[CH:33]=2)[CH2:15][N:14]([S:34]([C:37]2[CH:42]=[CH:41][C:40]([CH3:43])=[CH:39][CH:38]=2)(=[O:35])=[O:36])[CH2:13]1, predict the reactants needed to synthesize it. The reactants are: [CH3:1][O:2][CH2:3][CH2:4][C:5]1[CH:10]=[CH:9][C:8]([C@@H:11]2[C@@H:16]([O:17][CH2:18][C:19]3[CH:20]=[CH:21][C:22]4[O:27][CH2:26][CH2:25][N:24]([CH2:28][CH2:29][CH2:30][O:31][CH3:32])[C:23]=4[CH:33]=3)[CH2:15][N:14]([S:34]([C:37]3[CH:42]=[CH:41][C:40]([CH3:43])=[CH:39][CH:38]=3)(=[O:36])=[O:35])[CH2:13][C@H:12]2[OH:44])=[CH:7][CH:6]=1.[CH3:45][O:46][CH2:47][C@H:48]1[O:50][CH2:49]1.